Dataset: Full USPTO retrosynthesis dataset with 1.9M reactions from patents (1976-2016). Task: Predict the reactants needed to synthesize the given product. Given the product [C:21]([O:25][C:26](=[O:31])[NH:27][CH2:28][CH2:29][N:12]1[C:11]([S:10][C:3]2[CH:4]=[C:5]([O:8][CH3:9])[CH:6]=[CH:7][C:2]=2[I:1])=[N:19][C:18]2[C:13]1=[N:14][CH:15]=[N:16][C:17]=2[NH2:20])([CH3:24])([CH3:23])[CH3:22], predict the reactants needed to synthesize it. The reactants are: [I:1][C:2]1[CH:7]=[CH:6][C:5]([O:8][CH3:9])=[CH:4][C:3]=1[S:10][C:11]1[NH:12][C:13]2[C:18]([N:19]=1)=[C:17]([NH2:20])[N:16]=[CH:15][N:14]=2.[C:21]([O:25][C:26](=[O:31])[NH:27][CH2:28][CH2:29]Cl)([CH3:24])([CH3:23])[CH3:22].C([O-])([O-])=O.[Cs+].[Cs+].CCOC(C)=O.CCCCCC.